From a dataset of Full USPTO retrosynthesis dataset with 1.9M reactions from patents (1976-2016). Predict the reactants needed to synthesize the given product. (1) Given the product [NH2:1][C:2]1[N:3]([CH3:28])[C:4](=[O:27])[C:5]2([N:26]=1)[C:14]1[C:9](=[CH:10][CH:11]=[C:12]([C:30]3[CH:31]=[C:32]([O:36][CH2:37][C:38]#[N:39])[CH:33]=[N:34][CH:35]=3)[CH:13]=1)[CH2:8][C:7]([CH3:24])([CH3:25])[CH2:6]2, predict the reactants needed to synthesize it. The reactants are: [NH2:1][C:2]1[N:3]([CH3:28])[C:4](=[O:27])[C:5]2([N:26]=1)[C:14]1[C:9](=[CH:10][CH:11]=[C:12](B3OC(C)(C)C(C)(C)O3)[CH:13]=1)[CH2:8][C:7]([CH3:25])([CH3:24])[CH2:6]2.Br[C:30]1[CH:31]=[C:32]([O:36][CH2:37][C:38]#[N:39])[CH:33]=[N:34][CH:35]=1.C([O-])([O-])=O.[Na+].[Na+]. (2) Given the product [Cl:3][C:4]1[CH:9]=[CH:8][C:7]([CH:10]([C:11]#[N:12])[C:14]2[CH:15]=[CH:16][C:17]([N+:24]([O-:26])=[O:25])=[C:18]([CH:23]=2)[C:19]([O:21][CH3:22])=[O:20])=[CH:6][CH:5]=1, predict the reactants needed to synthesize it. The reactants are: [H-].[Na+].[Cl:3][C:4]1[CH:9]=[CH:8][C:7]([CH2:10][C:11]#[N:12])=[CH:6][CH:5]=1.Cl[C:14]1[CH:15]=[CH:16][C:17]([N+:24]([O-:26])=[O:25])=[C:18]([CH:23]=1)[C:19]([O:21][CH3:22])=[O:20].C(OC(C)C)(C)C. (3) Given the product [CH2:1]([O:8][C:9]1[C:14]2[S:17][C:16]([NH2:18])=[N:15][C:13]=2[C:12]([O:19][CH3:20])=[CH:11][CH:10]=1)[C:2]1[CH:3]=[CH:4][CH:5]=[CH:6][CH:7]=1, predict the reactants needed to synthesize it. The reactants are: [CH2:1]([O:8][C:9]1[CH:10]=[CH:11][C:12]([O:19][CH3:20])=[C:13]([NH:15][C:16]([NH2:18])=[S:17])[CH:14]=1)[C:2]1[CH:7]=[CH:6][CH:5]=[CH:4][CH:3]=1.COC1C=C(C2C=CC=CC=2)C2SC(N)=NC=2C=1. (4) Given the product [CH3:27][S:28]([O:18][C@H:17]([C:19]1[CH:24]=[CH:23][C:22]([F:25])=[C:21]([Cl:26])[CH:20]=1)[CH2:16][O:15][Si:8]([C:11]([CH3:14])([CH3:13])[CH3:12])([CH3:10])[CH3:9])(=[O:30])=[O:29], predict the reactants needed to synthesize it. The reactants are: C(N(CC)CC)C.[Si:8]([O:15][CH2:16][C@@H:17]([C:19]1[CH:24]=[CH:23][C:22]([F:25])=[C:21]([Cl:26])[CH:20]=1)[OH:18])([C:11]([CH3:14])([CH3:13])[CH3:12])([CH3:10])[CH3:9].[CH3:27][S:28](Cl)(=[O:30])=[O:29]. (5) Given the product [N:3]1[CH:4]=[CH:5][CH:6]=[CH:7][C:2]=1[N:17]1[CH2:23][CH2:22][CH2:21][NH:20][CH2:19][CH2:18]1, predict the reactants needed to synthesize it. The reactants are: Cl[C:2]1[CH:7]=[CH:6][CH:5]=[CH:4][N:3]=1.CCN(C(C)C)C(C)C.[NH:17]1[CH2:23][CH2:22][CH2:21][NH:20][CH2:19][CH2:18]1. (6) Given the product [Br:1][C:2]1[C:3]([F:12])=[C:4]2[C:10]([NH:11][C:19]([C:17]3[N:18]=[C:14]([CH3:13])[S:15][CH:16]=3)=[O:20])=[CH:9][NH:8][C:5]2=[N:6][CH:7]=1, predict the reactants needed to synthesize it. The reactants are: [Br:1][C:2]1[C:3]([F:12])=[C:4]2[C:10]([NH2:11])=[CH:9][NH:8][C:5]2=[N:6][CH:7]=1.[CH3:13][C:14]1[S:15][CH:16]=[C:17]([C:19](O)=[O:20])[N:18]=1.C(N(CC)CC)C.C1N(P(Cl)(N2C(=O)OCC2)=O)C(=O)OC1. (7) The reactants are: I[C:2]1[CH:3]=[N:4][N:5]2[CH2:10][C@H:9]([CH3:11])[N:8]([C:12]([O:14][C:15]([CH3:18])([CH3:17])[CH3:16])=[O:13])[CH2:7][C:6]=12.[O:19]=[C:20]1[NH:24][CH2:23][CH:22]([C:25]([O:27]C)=[O:26])[CH2:21]1.[C@H]1(N)CCCC[C@@H]1N.[O-]P([O-])([O-])=O.[K+].[K+].[K+]. Given the product [C:15]([O:14][C:12]([N:8]1[C@@H:9]([CH3:11])[CH2:10][N:5]2[N:4]=[CH:3][C:2]([N:24]3[C:20](=[O:19])[CH2:21][CH:22]([C:25]([OH:27])=[O:26])[CH2:23]3)=[C:6]2[CH2:7]1)=[O:13])([CH3:18])([CH3:17])[CH3:16], predict the reactants needed to synthesize it. (8) Given the product [Cl:13][C:12]1[C:7]([NH:6][S:2]([CH3:1])(=[O:4])=[O:3])=[CH:8][C:9]([C:14]2[CH:15]=[C:16]3[CH:22]=[CH:21][NH:20][C:17]3=[N:18][CH:19]=2)=[CH:10][N:11]=1, predict the reactants needed to synthesize it. The reactants are: [CH3:1][S:2](Cl)(=[O:4])=[O:3].[NH2:6][C:7]1[CH:8]=[C:9]([C:14]2[CH:15]=[C:16]3[CH:22]=[CH:21][NH:20][C:17]3=[N:18][CH:19]=2)[CH:10]=[N:11][C:12]=1[Cl:13].C(N(CC)CC)C.N.